From a dataset of Full USPTO retrosynthesis dataset with 1.9M reactions from patents (1976-2016). Predict the reactants needed to synthesize the given product. (1) Given the product [CH2:12]([O:19][C:20]([N:22]1[CH:26]([C:27](=[O:46])[NH:28][C:29]2[S:30][CH:31]=[C:32]([C:34]3[CH:35]=[CH:36][C:37]([C:40](=[O:45])[NH:41][CH:42]4[CH2:44][CH2:43]4)=[CH:38][CH:39]=3)[N:33]=2)[CH2:25][S:24][CH:9]1[C:6]1[CH:5]=[N:4][C:3]([N:2]([CH3:11])[CH3:1])=[N:8][CH:7]=1)=[O:21])[C:13]1[CH:18]=[CH:17][CH:16]=[CH:15][CH:14]=1, predict the reactants needed to synthesize it. The reactants are: [CH3:1][N:2]([CH3:11])[C:3]1[N:8]=[CH:7][C:6]([CH:9]=O)=[CH:5][N:4]=1.[CH2:12]([O:19][C:20]([N:22]1[CH:26]([C:27](=[O:46])[NH:28][C:29]2[S:30][CH:31]=[C:32]([C:34]3[CH:39]=[CH:38][C:37]([C:40](=[O:45])[NH:41][CH:42]4[CH2:44][CH2:43]4)=[CH:36][CH:35]=3)[N:33]=2)[CH2:25][S:24]C1C1C=CC(C(=O)C)=CC=1)=[O:21])[C:13]1[CH:18]=[CH:17][CH:16]=[CH:15][CH:14]=1. (2) Given the product [Br:6][C:7]1[CH:8]=[CH:9][C:10]([C:13]2([CH2:16][O:17][CH2:21][CH2:22][CH3:23])[CH2:14][CH2:15]2)=[CH:11][CH:12]=1, predict the reactants needed to synthesize it. The reactants are: CN(C)C=O.[Br:6][C:7]1[CH:12]=[CH:11][C:10]([C:13]2([CH2:16][OH:17])[CH2:15][CH2:14]2)=[CH:9][CH:8]=1.[H-].[Na+].Br[CH2:21][CH2:22][CH3:23].